This data is from Full USPTO retrosynthesis dataset with 1.9M reactions from patents (1976-2016). The task is: Predict the reactants needed to synthesize the given product. Given the product [O:14]1[CH2:13][CH2:12][CH:11]([O:10][C:9]2[CH:17]=[CH:18][C:6]([OH:5])=[CH:7][CH:8]=2)[CH2:16][CH2:15]1, predict the reactants needed to synthesize it. The reactants are: C([O:5][C:6]1[CH:18]=[CH:17][C:9]([O:10][CH:11]2[CH2:16][CH2:15][O:14][CH2:13][CH2:12]2)=[CH:8][CH:7]=1)(C)(C)C.